This data is from Full USPTO retrosynthesis dataset with 1.9M reactions from patents (1976-2016). The task is: Predict the reactants needed to synthesize the given product. (1) Given the product [N:25]1[NH:24][N:23]=[N:22][C:26]=1[C:27]1[CH:28]=[C:29]2[C:33](=[CH:34][CH:35]=1)[N:32]([CH2:65][C:64]1[CH:67]=[CH:68][CH:69]=[C:62]([C:61]([F:60])([F:70])[F:71])[CH:63]=1)[CH:31]=[CH:30]2, predict the reactants needed to synthesize it. The reactants are: C1C=CC(C(Cl)(C2C(Cl)=CC=CC=2)C2C=CC=CC=2)=CC=1.[N:22]1[NH:23][N:24]=[N:25][C:26]=1[C:27]1[CH:28]=[C:29]2[C:33](=[CH:34][CH:35]=1)[NH:32][CH:31]=[CH:30]2.CC(N(CC)C(C)C)C.C[Si]([N-][Si](C)(C)C)(C)C.[Li+].O1CCCC1.[F:60][C:61]([F:71])([F:70])[C:62]1[CH:63]=[C:64]([CH:67]=[CH:68][CH:69]=1)[CH2:65]Br. (2) Given the product [CH2:1]([O:8][C:9]1[CH:18]=[CH:17][CH:16]=[C:15]2[C:10]=1[CH2:11][CH2:12][CH2:13][CH:14]2[C:19]([N:21]([CH2:30][C:31]1[S:35][C:34]([CH2:36][CH3:37])=[N:33][C:32]=1[CH3:38])[C:22]1[CH:27]=[CH:26][C:25]([CH3:28])=[CH:24][N:23]=1)=[O:20])[C:2]1[CH:7]=[CH:6][CH:5]=[CH:4][CH:3]=1, predict the reactants needed to synthesize it. The reactants are: [CH2:1]([O:8][C:9]1[CH:18]=[CH:17][CH:16]=[C:15]2[C:10]=1[CH2:11][CH2:12][CH2:13][CH:14]2[C:19]([NH:21][C:22]1[CH:27]=[CH:26][C:25]([CH3:28])=[CH:24][N:23]=1)=[O:20])[C:2]1[CH:7]=[CH:6][CH:5]=[CH:4][CH:3]=1.Cl[CH2:30][C:31]1[S:35][C:34]([CH2:36][CH3:37])=[N:33][C:32]=1[CH3:38]. (3) Given the product [CH3:1][O:2][C:3](=[O:16])[C:4]1[CH:12]=[C:11]([CH2:13][O:14][CH3:15])[CH:10]=[C:6]([C:7]([NH2:21])=[O:8])[CH:5]=1, predict the reactants needed to synthesize it. The reactants are: [CH3:1][O:2][C:3](=[O:16])[C:4]1[CH:12]=[C:11]([CH2:13][O:14][CH3:15])[CH:10]=[C:6]([C:7](O)=[O:8])[CH:5]=1.O=S(Cl)Cl.[NH3:21].CO. (4) Given the product [Cl:1][C:2]1[CH:3]=[CH:4][C:5]2[N:11]3[CH:12]=[CH:13][CH:14]=[C:10]3[C@@H:9]([CH2:15][CH2:16][OH:17])[S:8][C@H:7]([C:20]3[CH:25]=[CH:24][CH:23]=[C:22]([O:26][CH3:27])[C:21]=3[O:28][CH3:29])[C:6]=2[CH:30]=1, predict the reactants needed to synthesize it. The reactants are: [Cl:1][C:2]1[CH:3]=[CH:4][C:5]2[N:11]3[CH:12]=[CH:13][CH:14]=[C:10]3[C@@H:9]([CH2:15][C:16](OC)=[O:17])[S:8][C@H:7]([C:20]3[CH:25]=[CH:24][CH:23]=[C:22]([O:26][CH3:27])[C:21]=3[O:28][CH3:29])[C:6]=2[CH:30]=1.[H-].[Al+3].[Li+].[H-].[H-].[H-].[OH-].[Na+]. (5) Given the product [F:1][C:2]([F:26])([F:25])[C@H:3]1[CH2:8][CH2:7][C@H:6]([NH:9][C:10](=[O:24])[C:11]2[CH:16]=[C:15]([N+:17]([O-:19])=[O:18])[C:14]([NH:20][CH3:21])=[C:13]([CH3:22])[C:12]=2[N:29]2[CH2:30][CH:31]3[CH:27]([CH2:32]3)[CH2:28]2)[CH2:5][CH2:4]1, predict the reactants needed to synthesize it. The reactants are: [F:1][C:2]([F:26])([F:25])[C@H:3]1[CH2:8][CH2:7][C@H:6]([NH:9][C:10](=[O:24])[C:11]2[CH:16]=[C:15]([N+:17]([O-:19])=[O:18])[C:14]([NH:20][CH3:21])=[C:13]([CH3:22])[C:12]=2Cl)[CH2:5][CH2:4]1.[CH:27]12[CH2:32][CH:31]1[CH2:30][NH:29][CH2:28]2.CCN(C(C)C)C(C)C.